Dataset: Experimentally validated miRNA-target interactions with 360,000+ pairs, plus equal number of negative samples. Task: Binary Classification. Given a miRNA mature sequence and a target amino acid sequence, predict their likelihood of interaction. (1) The miRNA is hsa-miR-519d-3p with sequence CAAAGUGCCUCCCUUUAGAGUG. The protein sequence of the target gene is MRSAAKPWNPAIRAGGHGPDRVRPLPAASSGMKSSKSSTSLAFESRLSRLKRASSEDTLNKPGSTAASGVVRLKKTATAGAISELTESRLRSGTGAFTTTKRTGIPAPREFSVTVSRERSVPRGPSNPRKSVSSPTSSNTPTPTKHLRTPSTKPKQENEGGEKAALESQVRELLAEAKAKDSEINRLRSELKKYKEKRTLNAEGTDALGPNVDGTSVSPGDTEPMIRALEEKNKNFQKELSDLEEENRVLKEKLIYLEHSPNSEGAASHTGDSSCPTSITQESSFGSPTGNQMSSDIDEY.... Result: 0 (no interaction). (2) The miRNA is hsa-miR-1-3p with sequence UGGAAUGUAAAGAAGUAUGUAU. Result: 1 (interaction). The protein sequence of the target gene is MEQDTAAVAATVAAADATATIVVIEDEQPGPSTSQEEGAAAAATEATAATEKGEKKKEKNVSSFQLKLAAKAPKSEKEMDPEYEEKMKADRAKRFEFLLKQTELFAHFIQPSAQKSPTSPLNMKLGRPRIKKDEKQSLISAGDYRHRRTEQEEDEELLSESRKTSNVCIRFEVSPSYVKGGPLRDYQIRGLNWLISLYENGVNGILADEMGLGKTLQTIALLGYLKHYRNIPGPHMVLVPKSTLHNWMNEFKRWVPSLRVICFVGDKDARAAFIRDEMMPGEWDVCVTSYEMVIKEKSVF....